From a dataset of Microsomal clearance measurements from AstraZeneca. Regression/Classification. Given a drug SMILES string, predict its absorption, distribution, metabolism, or excretion properties. Task type varies by dataset: regression for continuous measurements (e.g., permeability, clearance, half-life) or binary classification for categorical outcomes (e.g., BBB penetration, CYP inhibition). For this dataset (clearance_microsome_az), we predict log10(clearance) (log10 of the in vitro intrinsic clearance, CLint, in uL/min per mg of human liver microsomal protein, equivalently mL/min/g; values are censored to the assay range of 3 to 150, which is 0.477 to 2.18 on this log10 scale). The drug is COc1ccc(OC)c(CNc2[nH]nc3cccc(Oc4ccc(S(C)(=O)=O)cc4)c23)c1. The log10(clearance) is 2.01.